The task is: Predict the product of the given reaction.. This data is from Forward reaction prediction with 1.9M reactions from USPTO patents (1976-2016). Given the reactants Cl.[NH2:2][C:3]1([C:7]([O:9][CH2:10][CH3:11])=[O:8])[CH2:6][CH2:5][CH2:4]1.[C:12]([O:16][C:17](O[C:17]([O:16][C:12]([CH3:15])([CH3:14])[CH3:13])=[O:18])=[O:18])([CH3:15])([CH3:14])[CH3:13].C(N(CC)CC)C.O, predict the reaction product. The product is: [CH2:10]([O:9][C:7]([C:3]1([NH:2][C:17]([O:16][C:12]([CH3:15])([CH3:14])[CH3:13])=[O:18])[CH2:6][CH2:5][CH2:4]1)=[O:8])[CH3:11].